Predict the reactants needed to synthesize the given product. From a dataset of Full USPTO retrosynthesis dataset with 1.9M reactions from patents (1976-2016). (1) Given the product [C:1]([C:4]1[CH:5]=[C:6]([C:18]2[N:22]([CH2:23][CH:24]3[CH2:25][CH2:26][CH2:27][CH2:28][CH2:29]3)[C:21]([CH3:30])=[C:20]([C:31]([OH:33])=[O:32])[CH:19]=2)[CH:7]=[CH:8][C:9]=1[C:10]1[N:14]([CH:15]([CH3:17])[CH3:16])[N:13]=[CH:12][CH:11]=1)(=[O:3])[CH3:2], predict the reactants needed to synthesize it. The reactants are: [C:1]([C:4]1[CH:5]=[C:6]([C:18]2[N:22]([CH2:23][CH:24]3[CH2:29][CH2:28][CH2:27][CH2:26][CH2:25]3)[C:21]([CH3:30])=[C:20]([C:31]([O:33]CC)=[O:32])[CH:19]=2)[CH:7]=[CH:8][C:9]=1[C:10]1[N:14]([CH:15]([CH3:17])[CH3:16])[N:13]=[CH:12][CH:11]=1)(=[O:3])[CH3:2].[OH-].[K+]. (2) The reactants are: Cl.[NH2:2][CH2:3][C:4]([C:6]1[CH:11]=[CH:10][C:9]([Br:12])=[CH:8][CH:7]=1)=[O:5].CCN(C(C)C)C(C)C.[C:22]([N:29]1[CH2:36][CH2:35][CH2:34][C@H:30]1[C:31](O)=[O:32])([O:24][C:25]([CH3:28])([CH3:27])[CH3:26])=[O:23].C1C=CC2N(O)N=NC=2C=1.O.CCN=C=NCCCN(C)C.Cl.N1CCC[C@H]1C(O)=O. Given the product [Br:12][C:9]1[CH:10]=[CH:11][C:6]([C:4](=[O:5])[CH2:3][NH:2][C:31]([C@@H:30]2[CH2:34][CH2:35][CH2:36][N:29]2[C:22]([O:24][C:25]([CH3:28])([CH3:27])[CH3:26])=[O:23])=[O:32])=[CH:7][CH:8]=1, predict the reactants needed to synthesize it. (3) Given the product [C:1]([C:5]1[N:10]=[CH:9][C:8]([C:11]2[N:12]([C:32]([N:34]3[CH2:39][CH2:38][CH:37]([CH2:40][C:41]([NH:49][O:48][CH3:47])=[O:42])[CH2:36][CH2:35]3)=[O:33])[C@@:13]([C:25]3[CH:30]=[CH:29][C:28]([Cl:31])=[CH:27][CH:26]=3)([CH3:24])[C@@:14]([C:17]3[CH:18]=[CH:19][C:20]([Cl:23])=[CH:21][CH:22]=3)([CH3:16])[N:15]=2)=[C:7]([O:44][CH2:45][CH3:46])[CH:6]=1)([CH3:2])([CH3:3])[CH3:4], predict the reactants needed to synthesize it. The reactants are: [C:1]([C:5]1[N:10]=[CH:9][C:8]([C:11]2[N:12]([C:32]([N:34]3[CH2:39][CH2:38][CH:37]([CH2:40][C:41](O)=[O:42])[CH2:36][CH2:35]3)=[O:33])[C@@:13]([C:25]3[CH:30]=[CH:29][C:28]([Cl:31])=[CH:27][CH:26]=3)([CH3:24])[C@@:14]([C:17]3[CH:22]=[CH:21][C:20]([Cl:23])=[CH:19][CH:18]=3)([CH3:16])[N:15]=2)=[C:7]([O:44][CH2:45][CH3:46])[CH:6]=1)([CH3:4])([CH3:3])[CH3:2].[CH3:47][O:48][NH2:49].